From a dataset of Full USPTO retrosynthesis dataset with 1.9M reactions from patents (1976-2016). Predict the reactants needed to synthesize the given product. (1) Given the product [CH3:39][C:25]1[CH:26]=[C:27]([O:31][CH2:32][CH2:33][CH2:34][S:35]([CH3:38])(=[O:36])=[O:37])[CH:28]=[C:29]([CH3:30])[C:24]=1[C:20]1[CH:21]=[CH:22][CH:23]=[C:18]([CH2:17][O:1][C:2]2[CH:15]=[CH:14][C:5]3[C:6]([CH2:9][C:10]([OH:12])=[O:11])=[CH:7][O:8][C:4]=3[CH:3]=2)[CH:19]=1, predict the reactants needed to synthesize it. The reactants are: [OH:1][C:2]1[CH:15]=[CH:14][C:5]2[C:6]([CH2:9][C:10]([O:12]C)=[O:11])=[CH:7][O:8][C:4]=2[CH:3]=1.Cl[CH2:17][C:18]1[CH:19]=[C:20]([C:24]2[C:29]([CH3:30])=[CH:28][C:27]([O:31][CH2:32][CH2:33][CH2:34][S:35]([CH3:38])(=[O:37])=[O:36])=[CH:26][C:25]=2[CH3:39])[CH:21]=[CH:22][CH:23]=1.P([O-])([O-])([O-])=O.[K+].[K+].[K+].C1(C)C=CC=CC=1. (2) Given the product [F:2][C:3]1[CH:8]=[CH:7][C:6]([F:9])=[CH:5][C:4]=1[C@H:10]1[CH2:14][CH2:13][CH2:12][N:11]1[C:15]1[CH:20]=[CH:19][N:18]2[N:21]=[CH:22][C:23]([C:24]([N:26]3[CH2:31][CH2:30][NH:29][CH:28]([CH2:39][OH:40])[CH2:27]3)=[O:25])=[C:17]2[CH:16]=1, predict the reactants needed to synthesize it. The reactants are: Cl.[F:2][C:3]1[CH:8]=[CH:7][C:6]([F:9])=[CH:5][C:4]=1[C@H:10]1[CH2:14][CH2:13][CH2:12][N:11]1[C:15]1[CH:20]=[CH:19][N:18]2[N:21]=[CH:22][C:23]([C:24]([N:26]3[CH2:31][CH2:30][N:29](C(OC(C)(C)C)=O)[CH:28]([CH2:39][OH:40])[CH2:27]3)=[O:25])=[C:17]2[CH:16]=1. (3) Given the product [ClH:44].[F:32][C:30]([F:31])([F:33])[C:28]1[CH:29]=[C:24]([CH2:23][O:22][C@@H:10]2[CH2:11][CH2:12][C@@H:13]3[NH:8][C@@:9]2([C:38]2[CH:39]=[CH:40][CH:41]=[CH:42][CH:43]=2)[CH2:15][C@H:14]3[N:16]2[C:20]([CH3:21])=[N:19][N:18]=[N:17]2)[CH:25]=[C:26]([C:34]([F:35])([F:37])[F:36])[CH:27]=1, predict the reactants needed to synthesize it. The reactants are: C([N:8]1[C@@H:13]2[C@H:14]([N:16]3[C:20]([CH3:21])=[N:19][N:18]=[N:17]3)[CH2:15][C@@:9]1([C:38]1[CH:43]=[CH:42][CH:41]=[CH:40][CH:39]=1)[C@H:10]([O:22][CH2:23][C:24]1[CH:29]=[C:28]([C:30]([F:33])([F:32])[F:31])[CH:27]=[C:26]([C:34]([F:37])([F:36])[F:35])[CH:25]=1)[CH2:11][CH2:12]2)C1C=CC=CC=1.[ClH:44]. (4) Given the product [CH2:1]([O:3][C:4]([C:5]1[CH:6]=[C:7]([CH3:8])[O:9][N:13]=1)=[O:11])[CH3:2], predict the reactants needed to synthesize it. The reactants are: [CH2:1]([O:3][C:4](=[O:11])[C:5](=O)[CH2:6][C:7](=[O:9])[CH3:8])[CH3:2].Cl.[NH2:13]O.C(=O)([O-])O.[Na+].